From a dataset of Catalyst prediction with 721,799 reactions and 888 catalyst types from USPTO. Predict which catalyst facilitates the given reaction. (1) Reactant: [N:1]1([C:6]2[N:10]3[CH:11]=[C:12]([O:15][C@H:16]4[C:25]5[C:20](=[CH:21][CH:22]=[CH:23][CH:24]=5)[C@@H:19]([NH2:26])[CH2:18][CH2:17]4)[CH:13]=[CH:14][C:9]3=[N:8][N:7]=2)[CH2:5][CH2:4][CH2:3][CH2:2]1.ClC(Cl)(Cl)C[O:30][C:31](=O)[NH:32][C:33]1[N:34]([C:42]2[CH:47]=[CH:46][C:45]([CH3:48])=[CH:44][CH:43]=2)[N:35]=[C:36]([C:38]([CH3:41])([CH3:40])[CH3:39])[CH:37]=1.CCN(C(C)C)C(C)C. Product: [C:38]([C:36]1[CH:37]=[C:33]([NH:32][C:31]([NH:26][C@@H:19]2[C:20]3[C:25](=[CH:24][CH:23]=[CH:22][CH:21]=3)[C@H:16]([O:15][C:12]3[CH:13]=[CH:14][C:9]4[N:10]([C:6]([N:1]5[CH2:5][CH2:4][CH2:3][CH2:2]5)=[N:7][N:8]=4)[CH:11]=3)[CH2:17][CH2:18]2)=[O:30])[N:34]([C:42]2[CH:47]=[CH:46][C:45]([CH3:48])=[CH:44][CH:43]=2)[N:35]=1)([CH3:41])([CH3:39])[CH3:40]. The catalyst class is: 12. (2) Reactant: [OH-:1].[Na+:2].C([OH:5])C.CC([OH:9])C.[CH:10]1[N:14]=[CH:13][N:12]([CH2:15][C:16]([P:22]([OH:25])([OH:24])=[O:23])([P:18]([OH:21])([OH:20])=[O:19])[OH:17])[CH:11]=1. Product: [CH:10]1[N:14]=[CH:13][N:12]([CH2:15][C:16]([P:18]([O-:21])([OH:20])=[O:19])([P:22]([O-:24])([OH:25])=[O:23])[OH:17])[CH:11]=1.[OH2:5].[OH2:9].[OH2:1].[OH2:5].[Na+:2].[Na+:2]. The catalyst class is: 72. (3) Reactant: [C:1]([O:9][CH2:10][CH3:11])(=[O:8])[CH2:2][C:3]([O:5][CH2:6][CH3:7])=[O:4].[H-].[Na+].C(O[CH:17]([NH:22][C:23]1[CH:28]=[CH:27][CH:26]=[CH:25][CH:24]=1)[C:18]([F:21])([F:20])[F:19])C.Cl. Product: [F:19][C:18]([F:20])([F:21])[CH:17]([CH:2]([C:3]([O:5][CH2:6][CH3:7])=[O:4])[C:1]([O:9][CH2:10][CH3:11])=[O:8])[NH:22][C:23]1[CH:28]=[CH:27][CH:26]=[CH:25][CH:24]=1. The catalyst class is: 7. (4) Reactant: [C:1]([OH:5])(=[O:4])[CH:2]=[O:3].[N+:6]([C:9]1[CH:19]=[CH:18][CH:17]=[CH:16][C:10]=1[CH2:11][NH:12][CH2:13][CH2:14]O)([O-:8])=[O:7].O. Product: [OH:4][CH:1]1[O:5][CH2:14][CH2:13][N:12]([CH2:11][C:10]2[CH:16]=[CH:17][CH:18]=[CH:19][C:9]=2[N+:6]([O-:8])=[O:7])[C:2]1=[O:3]. The catalyst class is: 7.